Dataset: Reaction yield outcomes from USPTO patents with 853,638 reactions. Task: Predict the reaction yield, written as a fraction of the theoretical maximum amount of product (1.0 means a 100% yield; for example, 0.34 means a 34% yield). The reactants are [OH:1][CH2:2][CH2:3][CH2:4][N:5]1[C:9]2[CH:10]=[CH:11][C:12]([C:14]#N)=[CH:13][C:8]=2[N:7]=[N:6]1.C(O)=[O:17]. The catalyst is O. The product is [OH:1][CH2:2][CH2:3][CH2:4][N:5]1[C:9]2[CH:10]=[CH:11][C:12]([CH:14]=[O:17])=[CH:13][C:8]=2[N:7]=[N:6]1. The yield is 0.550.